This data is from Catalyst prediction with 721,799 reactions and 888 catalyst types from USPTO. The task is: Predict which catalyst facilitates the given reaction. (1) Reactant: [CH2:1]([N:8]1[C:16]2[C:11](=[CH:12][CH:13]=[CH:14][CH:15]=2)[C:10](I)=[CH:9]1)[C:2]1[CH:7]=[CH:6][CH:5]=[CH:4][CH:3]=1.[S:18]1[CH:22]=[CH:21][CH:20]=[C:19]1B(O)O.C([O-])([O-])=O.[K+].[K+].C(N1C2C(=CC=CC=2)C=C1C1C=COC=1)C1C=CC=CC=1. Product: [CH2:1]([N:8]1[C:16]2[C:11](=[CH:12][CH:13]=[CH:14][CH:15]=2)[C:10]([C:19]2[S:18][CH:22]=[CH:21][CH:20]=2)=[CH:9]1)[C:2]1[CH:7]=[CH:6][CH:5]=[CH:4][CH:3]=1. The catalyst class is: 109. (2) Reactant: C[O:2][C:3]([C:5]1[C:13]2[O:12][C:11]([NH:14][C:15]([C:17]3[N:18]=[CH:19][C:20]4[C:25]([CH:26]=3)=[CH:24][CH:23]=[CH:22][CH:21]=4)=[O:16])=[N:10][C:9]=2[CH:8]=[CH:7][CH:6]=1)=[O:4].[Li+].[OH-].C1COCC1. Product: [CH:19]1[C:20]2[C:25](=[CH:24][CH:23]=[CH:22][CH:21]=2)[CH:26]=[C:17]([C:15]([NH:14][C:11]2[O:12][C:13]3[C:5]([C:3]([OH:4])=[O:2])=[CH:6][CH:7]=[CH:8][C:9]=3[N:10]=2)=[O:16])[N:18]=1. The catalyst class is: 5. (3) Reactant: CCCCCC.[OH:7][CH:8]1[CH:13]([C:14]2[CH:19]=[CH:18][C:17]([OH:20])=[CH:16][CH:15]=2)[CH2:12][CH2:11][N:10]([C:21]([O:23][C:24]([CH3:27])([CH3:26])[CH3:25])=[O:22])[CH2:9]1.C(=O)([O-])[O-].[K+].[K+].[CH2:34](Br)[C:35]1[CH:40]=[CH:39][CH:38]=[CH:37][CH:36]=1. Product: [CH2:34]([O:20][C:17]1[CH:16]=[CH:15][C:14]([CH:13]2[CH2:12][CH2:11][N:10]([C:21]([O:23][C:24]([CH3:27])([CH3:26])[CH3:25])=[O:22])[CH2:9][CH:8]2[OH:7])=[CH:19][CH:18]=1)[C:35]1[CH:40]=[CH:39][CH:38]=[CH:37][CH:36]=1. The catalyst class is: 42. (4) Reactant: C(N(C(C)C)CC)(C)C.[CH3:10][O:11][C:12](=[O:21])[CH:13]([P:15]([O:19][CH3:20])([O:17][CH3:18])=[O:16])[NH2:14].COC(=O)C(P(OC)(OC)=O)NC(OCC1C=CC=CC=1)=O.F[P-](F)(F)(F)(F)F.N1(OC(N(C)C)=[N+](C)C)C2C=CC=CC=2N=N1.ON1C2C=CC=CC=2N=N1.[Br:78][C:79]1[CH:87]=[C:86]([C:88]([NH:90][CH2:91][C:92]2[CH:97]=[CH:96][CH:95]=[C:94]([OH:98])[CH:93]=2)=[O:89])[CH:85]=[CH:84][C:80]=1[C:81](O)=[O:82]. Product: [CH3:10][O:11][C:12](=[O:21])[CH:13]([P:15]([O:17][CH3:18])([O:19][CH3:20])=[O:16])[NH:14][C:81](=[O:82])[C:80]1[CH:84]=[CH:85][C:86]([C:88]([NH:90][CH2:91][C:92]2[CH:97]=[CH:96][CH:95]=[C:94]([OH:98])[CH:93]=2)=[O:89])=[CH:87][C:79]=1[Br:78]. The catalyst class is: 9. (5) Reactant: S(=O)(=O)(O)O.[CH3:6][O:7][C:8]1[CH:13]=[CH:12][CH:11]=[CH:10][C:9]=1[N:14]1[CH2:19][CH2:18][NH:17][CH2:16][CH2:15]1.[N+:20]([O-])([O-:22])=[O:21].[K+].[OH-].[Na+]. Product: [CH3:6][O:7][C:8]1[CH:13]=[CH:12][C:11]([N+:20]([O-:22])=[O:21])=[CH:10][C:9]=1[N:14]1[CH2:19][CH2:18][NH:17][CH2:16][CH2:15]1. The catalyst class is: 280.